This data is from Forward reaction prediction with 1.9M reactions from USPTO patents (1976-2016). The task is: Predict the product of the given reaction. (1) Given the reactants [OH:1][C@H:2]1[C@H:7]([CH3:8])[CH2:6][CH2:5][C@@H:4]([NH:9][C:10]2[C:15]([C:16]#[N:17])=[CH:14][N:13]=[C:12]([S:18][CH3:19])[N:11]=2)[CH2:3]1.[OH-:20].[Na+].OO, predict the reaction product. The product is: [OH:1][C@H:2]1[C@H:7]([CH3:8])[CH2:6][CH2:5][C@@H:4]([NH:9][C:10]2[C:15]([C:16]([NH2:17])=[O:20])=[CH:14][N:13]=[C:12]([S:18][CH3:19])[N:11]=2)[CH2:3]1. (2) Given the reactants FC(F)(F)C(O)=O.[CH3:8][O:9][C:10](=[O:32])[C:11]1[CH:16]=[C:15]([O:17]COC)[CH:14]=[C:13]([O:21][C:22]2[CH:27]=[CH:26][C:25]([S:28]([CH3:31])(=[O:30])=[O:29])=[CH:24][CH:23]=2)[CH:12]=1, predict the reaction product. The product is: [CH3:8][O:9][C:10](=[O:32])[C:11]1[CH:16]=[C:15]([OH:17])[CH:14]=[C:13]([O:21][C:22]2[CH:23]=[CH:24][C:25]([S:28]([CH3:31])(=[O:29])=[O:30])=[CH:26][CH:27]=2)[CH:12]=1. (3) Given the reactants [NH2:1][C:2]1[C:7]([F:8])=[CH:6][C:5]([CH3:9])=[CH:4][C:3]=1[NH:10][CH:11]1[CH2:16][CH2:15][N:14]([CH:17]2[CH2:22][CH2:21][O:20][CH2:19][CH2:18]2)[CH2:13][CH2:12]1.[O:23]1CCC[CH2:24]1, predict the reaction product. The product is: [F:8][C:7]1[C:2]2[NH:1][C:24](=[O:23])[N:10]([CH:11]3[CH2:16][CH2:15][N:14]([CH:17]4[CH2:22][CH2:21][O:20][CH2:19][CH2:18]4)[CH2:13][CH2:12]3)[C:3]=2[CH:4]=[C:5]([CH3:9])[CH:6]=1. (4) The product is: [CH3:1][C@H:2]1[C@@H:12]2[CH2:13][CH2:14][C:15]([CH3:19])=[CH:10][C@@H:11]2[C@H:5]([C@H:6]([C:7]([OH:9])=[O:8])[CH3:20])[CH2:4][CH2:3]1. Given the reactants [CH3:1][C@H:2]1[C@@H:12]2[CH2:13][CH2:14][C@:15]3([CH3:19])OO[C@:11]42[C@H:5]([C@@H:6]([CH3:20])[C:7]([O:9][C@@H:10]4O3)=[O:8])[CH2:4][CH2:3]1.C(=O)([O-])[O-].[K+].[K+], predict the reaction product. (5) Given the reactants [CH3:1][N:2]1[C:10]2[C:5](=[CH:6][CH:7]=[C:8]([C:11]#[N:12])[CH:9]=2)[CH:4]=[CH:3]1.[H-].[Al+3].[Li+].[H-].[H-].[H-], predict the reaction product. The product is: [NH2:12][CH2:11][C:8]1[CH:9]=[C:10]2[C:5]([CH:4]=[CH:3][N:2]2[CH3:1])=[CH:6][CH:7]=1. (6) Given the reactants C(N(CC)CC)C.[CH:8]([C:10]1[C:18]2[C:13](=[CH:14][CH:15]=[CH:16][CH:17]=2)[N:12](C(OC(C)(C)C)=O)[CH:11]=1)=[O:9].[CH3:26][O:27][C:28]1[CH:29]=[C:30]([CH:41]=[C:42]([O:44][CH3:45])[CH:43]=1)[N:31]=[CH:32][C:33]1[CH:34]=[N:35][C:36]([O:39][CH3:40])=[CH:37][CH:38]=1, predict the reaction product. The product is: [CH3:26][O:27][C:28]1[CH:29]=[C:30]([NH:31][CH:32]([C:33]2[CH:34]=[N:35][C:36]([O:39][CH3:40])=[CH:37][CH:38]=2)[C:8]([C:10]2[C:18]3[C:13](=[CH:14][CH:15]=[CH:16][CH:17]=3)[NH:12][CH:11]=2)=[O:9])[CH:41]=[C:42]([O:44][CH3:45])[CH:43]=1. (7) Given the reactants [CH3:1][C:2]1[CH:7]=[CH:6][N:5]=[C:4]([NH:8][C:9]2[N:14]=[C:13]([C:15]3[O:19][C:18]([CH:20]=[CH:21][C:22]4[CH:29]=CC(C#N)=CC=4)=[N:17][CH:16]=3)[CH:12]=[CH:11][CH:10]=2)[CH:3]=1.CC1C=C[N:34]=[C:33](NC2C=CC=C(C3OC=NC=3)N=2)C=1.BrC1C=NC=CC=1.O(C(C)(C)C)[Li], predict the reaction product. The product is: [CH3:1][C:2]1[CH:7]=[CH:6][N:5]=[C:4]([NH:8][C:9]2[CH:10]=[CH:11][CH:12]=[C:13]([C:15]3[O:19][C:18]([C:20]4[CH:33]=[N:34][CH:29]=[CH:22][CH:21]=4)=[N:17][CH:16]=3)[N:14]=2)[CH:3]=1.